From a dataset of Catalyst prediction with 721,799 reactions and 888 catalyst types from USPTO. Predict which catalyst facilitates the given reaction. (1) Reactant: C([N:8]([C:16]1[C:21]([F:22])=[CH:20][C:19](Br)=[CH:18][C:17]=1[F:24])[C:9]([O:11][C:12]([CH3:15])([CH3:14])[CH3:13])=[O:10])(OC(C)(C)C)=O.COC1C=CC=C(OC)C=1C1C=CC=CC=1P(C1CCCCC1)C1CCCCC1.C(O[K])(C)(C)C.[CH2:60]([N:62]1[CH2:67][CH2:66][NH:65][CH2:64][CH2:63]1)[CH3:61]. Product: [C:9]([NH:8][C:16]1[C:17]([F:24])=[CH:18][C:19]([N:65]2[CH2:66][CH2:67][N:62]([CH2:60][CH3:61])[CH2:63][CH2:64]2)=[CH:20][C:21]=1[F:22])([O:11][C:12]([CH3:13])([CH3:14])[CH3:15])=[O:10]. The catalyst class is: 493. (2) Reactant: CS(O[CH:6]1[CH2:11][CH2:10][O:9][CH:8]([C:12]2[CH:17]=[CH:16][C:15]([Cl:18])=[CH:14][CH:13]=2)[CH2:7]1)(=O)=O.C([O-])([O-])=O.[K+].[K+].[F:25][C:26]([F:35])([F:34])[C:27]1[CH:28]=[C:29]([SH:33])[CH:30]=[CH:31][CH:32]=1. Product: [Cl:18][C:15]1[CH:14]=[CH:13][C:12]([CH:8]2[CH2:7][CH:6]([S:33][C:29]3[CH:30]=[CH:31][CH:32]=[C:27]([C:26]([F:25])([F:34])[F:35])[CH:28]=3)[CH2:11][CH2:10][O:9]2)=[CH:17][CH:16]=1. The catalyst class is: 3. (3) Reactant: [ClH:1].C(OC([N:9]1[CH2:14][CH2:13][CH2:12][CH:11]([NH:15][C:16]([NH:18][C:19]2[CH:24]=[C:23]([C:25]3[CH:30]=[CH:29][CH:28]=[CH:27][C:26]=3[O:31][CH3:32])[N:22]=[CH:21][N:20]=2)=[O:17])[CH2:10]1)=O)(C)(C)C. Product: [ClH:1].[CH3:32][O:31][C:26]1[CH:27]=[CH:28][CH:29]=[CH:30][C:25]=1[C:23]1[N:22]=[CH:21][N:20]=[C:19]([NH:18][C:16]([NH:15][CH:11]2[CH2:12][CH2:13][CH2:14][NH:9][CH2:10]2)=[O:17])[CH:24]=1. The catalyst class is: 4. (4) Product: [CH3:32][C:33]1[CH:34]=[C:35]([S:39][C:40]2[CH:47]=[CH:46][C:43]([CH2:44][NH:45][C:4](=[O:6])[C:3]3[CH:7]=[CH:8][CH:9]=[N:10][C:2]=3[NH2:1])=[CH:42][CH:41]=2)[CH:36]=[CH:37][CH:38]=1. The catalyst class is: 3. Reactant: [NH2:1][C:2]1[N:10]=[CH:9][CH:8]=[CH:7][C:3]=1[C:4]([OH:6])=O.ON1C2C=CC=CC=2N=N1.CCN=C=NCCCN(C)C.[CH3:32][C:33]1[CH:34]=[C:35]([S:39][C:40]2[CH:47]=[CH:46][C:43]([CH2:44][NH2:45])=[CH:42][CH:41]=2)[CH:36]=[CH:37][CH:38]=1.C(=O)(O)[O-].[Na+]. (5) Reactant: [C:1]1([C:15]2[CH:20]=[CH:19][CH:18]=[CH:17][CH:16]=2)[CH:6]=[CH:5][CH:4]=[C:3]([CH:7]([CH2:11][CH:12]([CH3:14])[CH3:13])[C:8](O)=[O:9])[CH:2]=1.[NH2:21][C@@H:22]1[CH2:28][CH2:27][C@@H:26]([CH3:29])[N:25]([S:30]([C:33]2[CH:38]=[CH:37][CH:36]=[CH:35][N:34]=2)(=[O:32])=[O:31])[CH2:24][C@H:23]1[OH:39].CCN=C=NCCCN(C)C.C1C=CC2N(O)N=NC=2C=1.C(N(C(C)C)CC)(C)C. Product: [CH3:29][C@H:26]1[N:25]([S:30]([C:33]2[CH:38]=[CH:37][CH:36]=[CH:35][N:34]=2)(=[O:32])=[O:31])[CH2:24][C@@H:23]([OH:39])[C@H:22]([NH:21][C:8](=[O:9])[CH:7]([C:3]2[CH:2]=[C:1]([C:15]3[CH:20]=[CH:19][CH:18]=[CH:17][CH:16]=3)[CH:6]=[CH:5][CH:4]=2)[CH2:11][CH:12]([CH3:14])[CH3:13])[CH2:28][CH2:27]1. The catalyst class is: 31. (6) Reactant: [S:1]1[CH:5]=[CH:4][C:3]2[CH:6]=[C:7]([CH:10]=O)[CH:8]=[CH:9][C:2]1=2.[CH3:12][NH2:13].[BH4-].[Na+].O. Product: [S:1]1[CH:5]=[CH:4][C:3]2[CH:6]=[C:7]([CH2:10][NH:13][CH3:12])[CH:8]=[CH:9][C:2]1=2. The catalyst class is: 5. (7) Reactant: [CH:1]1([N:4]([CH2:18][C:19]2[CH:20]=[N:21][C:22]([C:25]3[CH:30]=[CH:29][C:28]([S:31]([CH3:34])(=[O:33])=[O:32])=[CH:27][CH:26]=3)=[CH:23][CH:24]=2)[CH:5]2[CH2:10][CH2:9][N:8](C(OC(C)(C)C)=O)[CH2:7][CH2:6]2)[CH2:3][CH2:2]1.C(O)(C(F)(F)F)=O. Product: [CH:1]1([N:4]([CH2:18][C:19]2[CH:20]=[N:21][C:22]([C:25]3[CH:30]=[CH:29][C:28]([S:31]([CH3:34])(=[O:32])=[O:33])=[CH:27][CH:26]=3)=[CH:23][CH:24]=2)[CH:5]2[CH2:10][CH2:9][NH:8][CH2:7][CH2:6]2)[CH2:2][CH2:3]1. The catalyst class is: 2. (8) Reactant: Br[C:2]1[CH:7]=[CH:6][C:5]([N+:8]([O-:10])=[O:9])=[CH:4][N:3]=1.[C:11]([O:15][C:16]([N:18]1[CH2:23][CH:22]=[C:21](B2OC(C)(C)C(C)(C)O2)[CH2:20][CH2:19]1)=[O:17])([CH3:14])([CH3:13])[CH3:12].C(=O)([O-])[O-].[K+].[K+]. Product: [C:11]([O:15][C:16]([N:18]1[CH2:19][CH:20]=[C:21]([C:2]2[CH:7]=[CH:6][C:5]([N+:8]([O-:10])=[O:9])=[CH:4][N:3]=2)[CH2:22][CH2:23]1)=[O:17])([CH3:14])([CH3:12])[CH3:13]. The catalyst class is: 234. (9) Reactant: [Cl-].O[NH3+:3].[C:4](=[O:7])([O-])[OH:5].[Na+].CS(C)=O.[CH2:13]([C:15]1[S:52][C:18]2[N:19]([CH2:37][C:38]3[CH:43]=[CH:42][C:41]([C:44]4[C:45]([C:50]#[N:51])=[CH:46][CH:47]=[CH:48][CH:49]=4)=[CH:40][CH:39]=3)[C:20](=[O:36])[N:21]([CH:24]([CH3:35])[C:25]([C:27]3[CH:32]=[CH:31][C:30]([O:33][CH3:34])=[CH:29][CH:28]=3)=[O:26])[C:22](=[O:23])[C:17]=2[CH:16]=1)[CH3:14]. Product: [CH2:13]([C:15]1[S:52][C:18]2[N:19]([CH2:37][C:38]3[CH:39]=[CH:40][C:41]([C:44]4[CH:49]=[CH:48][CH:47]=[CH:46][C:45]=4[C:50]4[NH:3][C:4](=[O:7])[O:5][N:51]=4)=[CH:42][CH:43]=3)[C:20](=[O:36])[N:21]([CH:24]([CH3:35])[C:25]([C:27]3[CH:28]=[CH:29][C:30]([O:33][CH3:34])=[CH:31][CH:32]=3)=[O:26])[C:22](=[O:23])[C:17]=2[CH:16]=1)[CH3:14]. The catalyst class is: 22.